This data is from Blood-brain barrier permeability classification from the B3DB database. The task is: Regression/Classification. Given a drug SMILES string, predict its absorption, distribution, metabolism, or excretion properties. Task type varies by dataset: regression for continuous measurements (e.g., permeability, clearance, half-life) or binary classification for categorical outcomes (e.g., BBB penetration, CYP inhibition). Dataset: b3db_classification. (1) The molecule is CNCCCN1c2ccccc2Sc2ccc(Cl)cc21. The result is 1 (penetrates BBB). (2) The drug is C#CC1(OC[C@H](O)CN2CCN(c3ccc(F)cc3)CC2)CCCCC1. The result is 1 (penetrates BBB).